This data is from Full USPTO retrosynthesis dataset with 1.9M reactions from patents (1976-2016). The task is: Predict the reactants needed to synthesize the given product. (1) Given the product [N+:43]([C:46]1[CH:51]=[CH:50][C:49]([S:52]([NH:55][C@@H:56]([CH2:60]/[CH:61]=[CH:62]/[CH:3]=[O:4])[C:57]([O:59][CH3:63])=[O:58])(=[O:54])=[O:53])=[CH:48][CH:47]=1)([O-:45])=[O:44], predict the reactants needed to synthesize it. The reactants are: N[C@@H](C(C1C=CC=CC=1)C1C=CC=CC=1)[C:3](NCCC(C)C[C@H](N(CCC(C)C)S(C1C=CC(C)=CC=1)(=O)=O)CO)=[O:4].[N+:43]([C:46]1[CH:51]=[CH:50][C:49]([S:52]([NH:55][CH:56]([CH2:60][CH:61]=[CH2:62])[C:57]([O-:59])=[O:58])(=[O:54])=[O:53])=[CH:48][CH:47]=1)([O-:45])=[O:44].[CH3:63]CO.C(=O)/C=C/C. (2) Given the product [C:20]1([C:13]2[C:14]3[C:19](=[CH:18][CH:17]=[CH:16][CH:15]=3)[C:10]([NH:1][C:2]3[CH:7]=[CH:6][C:5]([OH:8])=[CH:4][CH:3]=3)=[N:11][N:12]=2)[CH:21]=[CH:22][CH:23]=[CH:24][CH:25]=1, predict the reactants needed to synthesize it. The reactants are: [NH2:1][C:2]1[CH:7]=[CH:6][C:5]([OH:8])=[CH:4][CH:3]=1.Cl[C:10]1[C:19]2[C:14](=[CH:15][CH:16]=[CH:17][CH:18]=2)[C:13]([C:20]2[CH:25]=[CH:24][CH:23]=[CH:22][CH:21]=2)=[N:12][N:11]=1. (3) Given the product [CH2:1]([O:8][C:9]1[C:21](=[O:22])[N:13]2[CH2:14][CH:15]3[CH2:20][CH2:19][N:18]([C:12]2=[N:11][C:10]=1[C:23]([NH:35][CH2:34][C:31]1[CH:32]=[CH:33][C:28]([F:27])=[CH:29][C:30]=1[N:36]1[CH2:40][C:39]([CH3:41])([CH3:42])[N:38]([CH3:43])[S:37]1(=[O:45])=[O:44])=[O:25])[CH2:17][CH2:16]3)[C:2]1[CH:3]=[CH:4][CH:5]=[CH:6][CH:7]=1, predict the reactants needed to synthesize it. The reactants are: [CH2:1]([O:8][C:9]1[C:21](=[O:22])[N:13]2[CH2:14][CH:15]3[CH2:20][CH2:19][N:18]([C:12]2=[N:11][C:10]=1[C:23]([OH:25])=O)[CH2:17][CH2:16]3)[C:2]1[CH:7]=[CH:6][CH:5]=[CH:4][CH:3]=1.Cl.[F:27][C:28]1[CH:33]=[CH:32][C:31]([CH2:34][NH2:35])=[C:30]([N:36]2[CH2:40][C:39]([CH3:42])([CH3:41])[N:38]([CH3:43])[S:37]2(=[O:45])=[O:44])[CH:29]=1.F[P-](F)(F)(F)(F)F.N1(OC(N(C)C)=[N+](C)C)C2N=CC=CC=2N=N1.C(N(C(C)C)CC)(C)C. (4) Given the product [CH:1]1([CH:4]([C:11]2[CH:16]=[CH:15][CH:14]=[C:13]([CH2:17][O:18][S:27]([CH3:26])(=[O:29])=[O:28])[CH:12]=2)[CH2:5][C:6]([O:8][CH2:9][CH3:10])=[O:7])[CH2:2][CH2:3]1, predict the reactants needed to synthesize it. The reactants are: [CH:1]1([CH:4]([C:11]2[CH:16]=[CH:15][CH:14]=[C:13]([CH2:17][OH:18])[CH:12]=2)[CH2:5][C:6]([O:8][CH2:9][CH3:10])=[O:7])[CH2:3][CH2:2]1.C(N(CC)CC)C.[CH3:26][S:27](Cl)(=[O:29])=[O:28].O. (5) Given the product [C:1]1([C:24]2[CH:29]=[CH:28][CH:27]=[CH:26][CH:25]=2)[CH:2]=[CH:3][C:4]([CH2:7][C@H:8]2[N:12]([CH2:13][N:12]3[CH2:8][CH2:9][CH2:10][CH2:11]3)[C:11](=[O:19])[C@H:10]([CH3:20])[CH2:9]2)=[CH:5][CH:6]=1.[C:1]1([C:24]2[CH:25]=[CH:26][CH:27]=[CH:28][CH:29]=2)[CH:2]=[CH:3][C:4]([CH2:7][C@H:8]2[N:12]([C:13](=[O:18])[C:14]([CH3:17])([CH3:16])[CH3:15])[C:11](=[O:19])[C@@H:10]([CH3:20])[CH2:9]2)=[CH:5][CH:6]=1, predict the reactants needed to synthesize it. The reactants are: [C:1]1([C:24]2[CH:29]=[CH:28][CH:27]=[CH:26][CH:25]=2)[CH:6]=[CH:5][C:4]([CH2:7][CH:8]2[N:12]([C:13](=[O:18])[C:14]([CH3:17])([CH3:16])[CH3:15])[C:11](=[O:19])[C:10](C)([C:20](O)=O)[CH2:9]2)=[CH:3][CH:2]=1. (6) Given the product [Br:1][C:2]1[CH:3]=[C:4]([CH:8]=[CH:9][C:10]=1[C:11]([N:13]1[CH2:17][CH:16]=[CH:15][CH2:14]1)=[O:12])[C:5]([NH:62][C@H:57]([C:55]1[NH:54][C:53]2[CH:63]=[CH:64][C:50]([Cl:49])=[CH:51][C:52]=2[N:56]=1)[CH2:58][O:59][CH2:60][CH3:61])=[O:7], predict the reactants needed to synthesize it. The reactants are: [Br:1][C:2]1[CH:3]=[C:4]([CH:8]=[CH:9][C:10]=1[C:11]([N:13]1[CH2:17][CH:16]=[CH:15][CH2:14]1)=[O:12])[C:5]([OH:7])=O.CN(C(ON1N=NC2C=CC=CC1=2)=[N+](C)C)C.[B-](F)(F)(F)F.C(N(C(C)C)CC)(C)C.[Cl:49][C:50]1[CH:64]=[CH:63][C:53]2[NH:54][C:55]([C@@H:57]([NH2:62])[CH2:58][O:59][CH2:60][CH3:61])=[N:56][C:52]=2[CH:51]=1.BrCl. (7) The reactants are: [CH:1]1([C:7]2[N:12]3[N:13]=[CH:14][C:15]([C:16]#[N:17])=[C:11]3[N:10]=[CH:9][C:8]=2[C:18]2[CH:23]=[CH:22][C:21]([OH:24])=[CH:20][CH:19]=2)[CH2:6][CH2:5][CH2:4][CH2:3][CH2:2]1.C(=O)([O-])[O-].[Cs+].[Cs+].[F:31][C:32]([F:42])([F:41])[C:33]1[CH:34]=[C:35]([CH:38]=[CH:39][CH:40]=1)[CH2:36]Br. Given the product [CH:1]1([C:7]2[N:12]3[N:13]=[CH:14][C:15]([C:16]#[N:17])=[C:11]3[N:10]=[CH:9][C:8]=2[C:18]2[CH:19]=[CH:20][C:21]([O:24][CH2:36][C:35]3[CH:38]=[CH:39][CH:40]=[C:33]([C:32]([F:31])([F:41])[F:42])[CH:34]=3)=[CH:22][CH:23]=2)[CH2:2][CH2:3][CH2:4][CH2:5][CH2:6]1, predict the reactants needed to synthesize it. (8) Given the product [OH:1][C:2]([C:5]1[CH:6]=[CH:7][C:8]([C:9]([NH:11][C:12]2[CH:17]=[C:16]([N:18]3[CH2:23][CH2:22][CH2:21][C@H:20]([C:24]([NH:36][CH3:35])=[O:25])[CH2:19]3)[N:15]3[N:27]=[CH:28][CH:29]=[C:14]3[N:13]=2)=[O:10])=[CH:30][CH:31]=1)([CH3:3])[CH3:4], predict the reactants needed to synthesize it. The reactants are: [OH:1][C:2]([C:5]1[CH:31]=[CH:30][C:8]([C:9]([NH:11][C:12]2[CH:17]=[C:16]([N:18]3[CH2:23][CH2:22][CH2:21][C@H:20]([C:24](O)=[O:25])[CH2:19]3)[N:15]3[N:27]=[CH:28][CH:29]=[C:14]3[N:13]=2)=[O:10])=[CH:7][CH:6]=1)([CH3:4])[CH3:3].CN.C[CH2:35][N:36]=C=NCCCN(C)C.C1C=CC2N(O)N=NC=2C=1.